Dataset: Full USPTO retrosynthesis dataset with 1.9M reactions from patents (1976-2016). Task: Predict the reactants needed to synthesize the given product. (1) Given the product [NH2:12][C:11]1[C:2]([CH3:1])=[C:3]([CH:8]=[C:9]([C:15]([F:16])([F:17])[F:18])[CH:10]=1)[C:4]([O:6][CH3:7])=[O:5], predict the reactants needed to synthesize it. The reactants are: [CH3:1][C:2]1[C:11]([N+:12]([O-])=O)=[CH:10][C:9]([C:15]([F:18])([F:17])[F:16])=[CH:8][C:3]=1[C:4]([O:6][CH3:7])=[O:5]. (2) Given the product [F:69][C:67]1[CH:68]=[C:63]([CH:64]=[C:65]([F:70])[CH:66]=1)[CH2:62][C@H:48]([NH:47][C:11]([C:8]1[CH:9]=[C:10]2[C:5]([CH:4]=[CH:3][N:2]=[CH:1]2)=[CH:6][CH:7]=1)=[O:13])[C@H:49]([OH:61])[CH2:50][NH:51][CH2:52][C:53]1[CH:58]=[CH:57][CH:56]=[C:55]([CH2:59][CH3:60])[CH:54]=1, predict the reactants needed to synthesize it. The reactants are: [CH:1]1[C:10]2[C:5](=[CH:6][CH:7]=[C:8]([C:11]([OH:13])=O)[CH:9]=2)[CH:4]=[CH:3][N:2]=1.C(N(CC)C(C)C)(C)C.CN(C(ON1N=NC2C=CC=CC1=2)=[N+](C)C)C.F[P-](F)(F)(F)(F)F.[NH2:47][C@@H:48]([CH2:62][C:63]1[CH:68]=[C:67]([F:69])[CH:66]=[C:65]([F:70])[CH:64]=1)[C@H:49]([OH:61])[CH2:50][NH:51][CH2:52][C:53]1[CH:58]=[CH:57][CH:56]=[C:55]([CH2:59][CH3:60])[CH:54]=1. (3) Given the product [CH:16]1([C:19]2[CH:24]=[CH:23][C:22]([C:2]3[N:6]([CH3:7])[CH:5]=[N:4][C:3]=3[C:8]3[CH:13]=[C:12]([C:14]#[N:15])[CH:11]=[CH:10][N:9]=3)=[CH:21][CH:20]=2)[CH2:18][CH2:17]1, predict the reactants needed to synthesize it. The reactants are: Br[C:2]1[N:6]([CH3:7])[CH:5]=[N:4][C:3]=1[C:8]1[CH:13]=[C:12]([C:14]#[N:15])[CH:11]=[CH:10][N:9]=1.[CH:16]1([C:19]2[CH:24]=[CH:23][C:22](B(O)O)=[CH:21][CH:20]=2)[CH2:18][CH2:17]1. (4) Given the product [CH2:24]([C:2]1[C:15]2[C:16]3=[C:17]4[C:12](=[CH:13][CH:14]=2)[CH:11]=[CH:10][C:9]([CH2:30][CH2:31][CH2:32][CH2:33][CH2:34][CH2:35][CH2:36][CH2:37][CH2:38][CH2:39][CH2:40][CH2:41][CH2:42][CH2:43][CH2:44][CH2:45][CH2:46][CH3:47])=[C:8]4[CH:7]=[CH:6][C:5]3=[CH:4][CH:3]=1)[CH2:25][CH2:26][CH2:27][CH2:21][CH2:20][CH2:19][CH2:23][CH2:14][CH2:15][CH2:2][CH2:3][CH2:4][CH2:5][CH2:6][CH2:7][CH2:8][CH3:9], predict the reactants needed to synthesize it. The reactants are: Br[C:2]1[C:15]2[C:16]3=[C:17]4[C:12](=[CH:13][CH:14]=2)[CH:11]=[CH:10][C:9](Br)=[C:8]4[CH:7]=[CH:6][C:5]3=[CH:4][CH:3]=1.[CH2:19]1[CH2:23]O[CH2:21][CH2:20]1.[CH2:24]([Li])[CH2:25][CH2:26][CH3:27].Br[CH2:30][CH2:31][CH2:32][CH2:33][CH2:34][CH2:35][CH2:36][CH2:37][CH2:38][CH2:39][CH2:40][CH2:41][CH2:42][CH2:43][CH2:44][CH2:45][CH2:46][CH3:47]. (5) Given the product [F:37][C:33]1[CH:32]=[C:31]([NH:30][C:18]2[C:19]3[N:20]([CH:21]=[CH:22][C:23]=3[C:24]3[CH:25]=[CH:26][CH:27]=[CH:28][CH:29]=3)[C:15]([C:13]3[CH:14]=[C:9]([S:6]([NH2:5])(=[O:8])=[O:7])[CH:10]=[N:11][CH:12]=3)=[N:16][N:17]=2)[CH:36]=[CH:35][CH:34]=1, predict the reactants needed to synthesize it. The reactants are: C([NH:5][S:6]([C:9]1[CH:10]=[N:11][CH:12]=[C:13]([C:15]2[N:20]3[CH:21]=[CH:22][C:23]([C:24]4[CH:29]=[CH:28][CH:27]=[CH:26][CH:25]=4)=[C:19]3[C:18]([NH:30][C:31]3[CH:36]=[CH:35][CH:34]=[C:33]([F:37])[CH:32]=3)=[N:17][N:16]=2)[CH:14]=1)(=[O:8])=[O:7])(C)(C)C.C(O)(C(F)(F)F)=O. (6) Given the product [CH3:1][S:2][C:3]1[C:8]2[CH:9]=[C:10]3[N:11]([C:7]=2[CH:6]=[CH:5][N:4]=1)[C:31](=[O:26])[CH:30]([C:29]([O:33][CH3:34])=[O:32])[CH2:12]3, predict the reactants needed to synthesize it. The reactants are: [CH3:1][S:2][C:3]1[C:8]2[CH:9]=[C:10]([C:12](OC)=O)[NH:11][C:7]=2[CH:6]=[CH:5][N:4]=1.C1(C)C=CC=CC=1.CC(C)([O-:26])C.[K+].[C:29]([O:33][CH3:34])(=[O:32])[CH:30]=[CH2:31]. (7) Given the product [F:1][C:2]1[CH:7]=[CH:6][C:5]([CH2:8][C:9]2[CH:18]=[C:17]3[C:12]([C:13]([OH:35])=[C:14]([C:30]([NH:36][C@H:37]([CH3:40])[CH2:38][OH:39])=[O:31])[C:15](=[O:29])[N:16]3[CH2:19][CH2:20][CH2:21][N:22]3[CH2:27][CH2:26][CH2:25][CH2:24][C:23]3=[O:28])=[N:11][CH:10]=2)=[CH:4][CH:3]=1, predict the reactants needed to synthesize it. The reactants are: [F:1][C:2]1[CH:7]=[CH:6][C:5]([CH2:8][C:9]2[CH:18]=[C:17]3[C:12]([C:13]([OH:35])=[C:14]([C:30](OCC)=[O:31])[C:15](=[O:29])[N:16]3[CH2:19][CH2:20][CH2:21][N:22]3[CH2:27][CH2:26][CH2:25][CH2:24][C:23]3=[O:28])=[N:11][CH:10]=2)=[CH:4][CH:3]=1.[NH2:36][C@H:37]([CH3:40])[CH2:38][OH:39].